Dataset: Peptide-MHC class II binding affinity with 134,281 pairs from IEDB. Task: Regression. Given a peptide amino acid sequence and an MHC pseudo amino acid sequence, predict their binding affinity value. This is MHC class II binding data. The peptide sequence is FGQNTASIAATEAQY. The MHC is DRB4_0101 with pseudo-sequence DRB4_0103. The binding affinity (normalized) is 0.175.